From a dataset of NCI-60 drug combinations with 297,098 pairs across 59 cell lines. Regression. Given two drug SMILES strings and cell line genomic features, predict the synergy score measuring deviation from expected non-interaction effect. (1) Drug 1: C1=NC2=C(N=C(N=C2N1C3C(C(C(O3)CO)O)O)F)N. Drug 2: CN(CCCl)CCCl.Cl. Cell line: OVCAR-4. Synergy scores: CSS=1.65, Synergy_ZIP=-1.30, Synergy_Bliss=-4.10, Synergy_Loewe=-5.79, Synergy_HSA=-4.39. (2) Drug 1: CCCS(=O)(=O)NC1=C(C(=C(C=C1)F)C(=O)C2=CNC3=C2C=C(C=N3)C4=CC=C(C=C4)Cl)F. Drug 2: CC1=C(N=C(N=C1N)C(CC(=O)N)NCC(C(=O)N)N)C(=O)NC(C(C2=CN=CN2)OC3C(C(C(C(O3)CO)O)O)OC4C(C(C(C(O4)CO)O)OC(=O)N)O)C(=O)NC(C)C(C(C)C(=O)NC(C(C)O)C(=O)NCCC5=NC(=CS5)C6=NC(=CS6)C(=O)NCCC[S+](C)C)O. Cell line: SNB-75. Synergy scores: CSS=-0.333, Synergy_ZIP=-1.70, Synergy_Bliss=-4.87, Synergy_Loewe=-13.3, Synergy_HSA=-6.29. (3) Drug 2: CS(=O)(=O)OCCCCOS(=O)(=O)C. Synergy scores: CSS=59.4, Synergy_ZIP=-4.38, Synergy_Bliss=-3.24, Synergy_Loewe=1.98, Synergy_HSA=3.78. Cell line: HL-60(TB). Drug 1: CC1C(C(=O)NC(C(=O)N2CCCC2C(=O)N(CC(=O)N(C(C(=O)O1)C(C)C)C)C)C(C)C)NC(=O)C3=C4C(=C(C=C3)C)OC5=C(C(=O)C(=C(C5=N4)C(=O)NC6C(OC(=O)C(N(C(=O)CN(C(=O)C7CCCN7C(=O)C(NC6=O)C(C)C)C)C)C(C)C)C)N)C. (4) Drug 1: COC1=C2C(=CC3=C1OC=C3)C=CC(=O)O2. Drug 2: CC(C)CN1C=NC2=C1C3=CC=CC=C3N=C2N. Cell line: HOP-62. Synergy scores: CSS=-0.340, Synergy_ZIP=1.17, Synergy_Bliss=-0.0962, Synergy_Loewe=-2.25, Synergy_HSA=-4.46. (5) Drug 1: C1CN1P(=S)(N2CC2)N3CC3. Drug 2: C1C(C(OC1N2C=C(C(=O)NC2=O)F)CO)O. Cell line: MDA-MB-435. Synergy scores: CSS=-0.410, Synergy_ZIP=-0.226, Synergy_Bliss=3.26, Synergy_Loewe=-0.854, Synergy_HSA=0.711. (6) Drug 1: C1=CN(C=N1)CC(O)(P(=O)(O)O)P(=O)(O)O. Drug 2: C1CN(CCN1C(=O)CCBr)C(=O)CCBr. Cell line: KM12. Synergy scores: CSS=18.7, Synergy_ZIP=-3.97, Synergy_Bliss=0.757, Synergy_Loewe=-0.441, Synergy_HSA=-0.373. (7) Drug 1: C1=CC(=CC=C1CCCC(=O)O)N(CCCl)CCCl. Drug 2: CN(CCCl)CCCl.Cl. Cell line: CAKI-1. Synergy scores: CSS=48.8, Synergy_ZIP=-10.3, Synergy_Bliss=-11.4, Synergy_Loewe=-34.8, Synergy_HSA=-7.07. (8) Synergy scores: CSS=40.3, Synergy_ZIP=-0.941, Synergy_Bliss=-0.455, Synergy_Loewe=-1.82, Synergy_HSA=-0.622. Drug 1: CC1=C(C=C(C=C1)C(=O)NC2=CC(=CC(=C2)C(F)(F)F)N3C=C(N=C3)C)NC4=NC=CC(=N4)C5=CN=CC=C5. Cell line: HCT-15. Drug 2: N.N.Cl[Pt+2]Cl. (9) Drug 1: C1=NNC2=C1C(=O)NC=N2. Drug 2: CN(C(=O)NC(C=O)C(C(C(CO)O)O)O)N=O. Cell line: DU-145. Synergy scores: CSS=1.27, Synergy_ZIP=0.124, Synergy_Bliss=-1.54, Synergy_Loewe=-2.73, Synergy_HSA=-3.55.